Dataset: Peptide-MHC class I binding affinity with 185,985 pairs from IEDB/IMGT. Task: Regression. Given a peptide amino acid sequence and an MHC pseudo amino acid sequence, predict their binding affinity value. This is MHC class I binding data. (1) The peptide sequence is VHREWFMDL. The MHC is HLA-B58:01 with pseudo-sequence HLA-B58:01. The binding affinity (normalized) is 0.0847. (2) The peptide sequence is IFFLPQFYY. The MHC is HLA-A29:02 with pseudo-sequence HLA-A29:02. The binding affinity (normalized) is 0.936. (3) The peptide sequence is RGPYRAFVAI. The MHC is H-2-Dd with pseudo-sequence H-2-Dd. The binding affinity (normalized) is 0.977. (4) The peptide sequence is KPIPHRTVL. The MHC is HLA-B08:02 with pseudo-sequence HLA-B08:02. The binding affinity (normalized) is 0.0847. (5) The peptide sequence is QAGFFLLTR. The MHC is HLA-A03:01 with pseudo-sequence HLA-A03:01. The binding affinity (normalized) is 0. (6) The peptide sequence is EVHYSGINY. The MHC is HLA-B39:01 with pseudo-sequence HLA-B39:01. The binding affinity (normalized) is 0.0847. (7) The peptide sequence is AVGIGLRLV. The MHC is HLA-A69:01 with pseudo-sequence HLA-A69:01. The binding affinity (normalized) is 0.0847. (8) The peptide sequence is WKGPGELLW. The MHC is Mamu-B17 with pseudo-sequence Mamu-B17. The binding affinity (normalized) is 0.456. (9) The peptide sequence is LPCVLWPVL. The MHC is HLA-A02:01 with pseudo-sequence HLA-A02:01. The binding affinity (normalized) is 0.0997. (10) The peptide sequence is EPLWGSLAV. The MHC is HLA-A02:16 with pseudo-sequence HLA-A02:16. The binding affinity (normalized) is 0.348.